Dataset: Catalyst prediction with 721,799 reactions and 888 catalyst types from USPTO. Task: Predict which catalyst facilitates the given reaction. Reactant: Cl[CH2:2][C:3]1SC(C2C=CC(C(F)(F)F)=CC=2)=N[C:4]=1COC1CCCCO1.C(=O)([O-])[O-].[Cs+].[Cs+].C[C:33]([O:40][C:41]1[CH:46]=[CH:45][C:44]([SH:47])=[CH:43][CH:42]=1)(C)[C:34]([O:36][CH2:37][CH3:38])=[O:35]. Product: [CH:3]([C:42]1[CH:43]=[C:44]([SH:47])[CH:45]=[CH:46][C:41]=1[O:40][CH2:33][C:34]([O:36][CH2:37][CH3:38])=[O:35])([CH3:4])[CH3:2]. The catalyst class is: 23.